This data is from Full USPTO retrosynthesis dataset with 1.9M reactions from patents (1976-2016). The task is: Predict the reactants needed to synthesize the given product. (1) The reactants are: Cl[C:2]1[N:3]=[C:4]([NH:21][CH:22]([CH3:24])[CH3:23])[C:5]2[CH:10]=[CH:9][N:8]([S:11]([C:14]3[CH:19]=[CH:18][C:17]([CH3:20])=[CH:16][CH:15]=3)(=[O:13])=[O:12])[C:6]=2[N:7]=1.[NH2:25][C:26]1[CH:34]=[CH:33][C:29]([C:30]([NH2:32])=[O:31])=[CH:28][CH:27]=1. Given the product [CH3:23][CH:22]([NH:21][C:4]1[C:5]2[CH:10]=[CH:9][N:8]([S:11]([C:14]3[CH:19]=[CH:18][C:17]([CH3:20])=[CH:16][CH:15]=3)(=[O:13])=[O:12])[C:6]=2[N:7]=[C:2]([NH:25][C:26]2[CH:34]=[CH:33][C:29]([C:30]([NH2:32])=[O:31])=[CH:28][CH:27]=2)[N:3]=1)[CH3:24], predict the reactants needed to synthesize it. (2) Given the product [ClH:42].[C:7]([N:10]1[CH2:11][CH2:12][N:13]([CH2:16][C:17]2[CH:22]=[CH:21][C:20]([C:23]3[CH:28]=[CH:27][C:26]([CH2:29][CH2:30][C:31]([NH:5][C:4]([NH2:6])=[NH:3])=[O:32])=[CH:25][C:24]=3[O:36][CH2:37][CH2:38][CH2:39][O:40][CH3:41])=[CH:19][CH:18]=2)[CH2:14][CH2:15]1)(=[O:9])[CH3:8], predict the reactants needed to synthesize it. The reactants are: [Na].Cl.[NH2:3][C:4]([NH2:6])=[NH:5].[C:7]([N:10]1[CH2:15][CH2:14][N:13]([CH2:16][C:17]2[CH:22]=[CH:21][C:20]([C:23]3[CH:28]=[CH:27][C:26]([CH2:29][CH2:30][C:31](OCC)=[O:32])=[CH:25][C:24]=3[O:36][CH2:37][CH2:38][CH2:39][O:40][CH3:41])=[CH:19][CH:18]=2)[CH2:12][CH2:11]1)(=[O:9])[CH3:8].[Cl:42]CCl.[Cl-].[Na+].O. (3) Given the product [CH2:1]([O:5][C:6]([N:8]1[CH2:13][CH2:12][N:11]([C:14](=[O:55])[C@@H:15]([NH:25][C:26]([C:28]2[CH:37]=[C:36]([O:38][CH2:39][C:40]([N:42]3[CH2:46][CH2:45][CH2:44][C@H:43]3[C:47](=[O:53])[NH:48][CH:49]3[CH2:52][CH2:51][CH2:50]3)=[O:41])[C:35]3[C:30](=[CH:31][C:32]([CH3:54])=[CH:33][CH:34]=3)[CH:29]=2)=[O:27])[CH2:16][CH2:17][C:18]([OH:20])=[O:19])[CH2:10][CH2:9]1)=[O:7])[CH2:2][CH2:3][CH3:4], predict the reactants needed to synthesize it. The reactants are: [CH2:1]([O:5][C:6]([N:8]1[CH2:13][CH2:12][N:11]([C:14](=[O:55])[C@@H:15]([NH:25][C:26]([C:28]2[CH:37]=[C:36]([O:38][CH2:39][C:40]([N:42]3[CH2:46][CH2:45][CH2:44][C@H:43]3[C:47](=[O:53])[NH:48][CH:49]3[CH2:52][CH2:51][CH2:50]3)=[O:41])[C:35]3[C:30](=[CH:31][C:32]([CH3:54])=[CH:33][CH:34]=3)[CH:29]=2)=[O:27])[CH2:16][CH2:17][C:18]([O:20]C(C)(C)C)=[O:19])[CH2:10][CH2:9]1)=[O:7])[CH2:2][CH2:3][CH3:4].C(O)(C(F)(F)F)=O.